This data is from Peptide-MHC class I binding affinity with 185,985 pairs from IEDB/IMGT. The task is: Regression. Given a peptide amino acid sequence and an MHC pseudo amino acid sequence, predict their binding affinity value. This is MHC class I binding data. The peptide sequence is QVNDVLHSV. The MHC is HLA-B18:01 with pseudo-sequence HLA-B18:01. The binding affinity (normalized) is 0.0847.